This data is from Catalyst prediction with 721,799 reactions and 888 catalyst types from USPTO. The task is: Predict which catalyst facilitates the given reaction. (1) Reactant: [CH2:1]([C:5]1[CH:10]=[CH:9][C:8]([C:11]#[C:12][C:13]2[CH:40]=[CH:39][C:16]([CH2:17][N:18]([C:26]3[CH:38]=[CH:37][C:29]4[O:30]C(C)(C)[O:32][C:33](=[O:34])[C:28]=4[CH:27]=3)[C:19](=[O:25])[CH2:20][CH2:21][CH2:22][CH2:23][CH3:24])=[CH:15][CH:14]=2)=[CH:7][CH:6]=1)[CH2:2][CH2:3][CH3:4].[OH-].[Na+]. Product: [CH2:1]([C:5]1[CH:6]=[CH:7][C:8]([C:11]#[C:12][C:13]2[CH:40]=[CH:39][C:16]([CH2:17][N:18]([C:19](=[O:25])[CH2:20][CH2:21][CH2:22][CH2:23][CH3:24])[C:26]3[CH:38]=[CH:37][C:29]([OH:30])=[C:28]([CH:27]=3)[C:33]([OH:34])=[O:32])=[CH:15][CH:14]=2)=[CH:9][CH:10]=1)[CH2:2][CH2:3][CH3:4]. The catalyst class is: 14. (2) Reactant: O.[OH-].[Li+].[CH3:4][S:5]([C:8]1[CH:13]=[CH:12][CH:11]=[CH:10][C:9]=1[S:14]([NH:17][C:18]1[CH:19]=[C:20]2[C:24](=[CH:25][CH:26]=1)[NH:23][N:22]=[C:21]2/[CH:27]=[CH:28]/[C:29]([O:31]C)=[O:30])(=[O:16])=[O:15])(=[O:7])=[O:6].O1CCCC1.[ClH:38]. Product: [ClH:38].[CH3:4][S:5]([C:8]1[CH:13]=[CH:12][CH:11]=[CH:10][C:9]=1[S:14]([NH:17][C:18]1[CH:19]=[C:20]2[C:24](=[CH:25][CH:26]=1)[NH:23][N:22]=[C:21]2/[CH:27]=[CH:28]/[C:29]([OH:31])=[O:30])(=[O:15])=[O:16])(=[O:6])=[O:7].[ClH:38].[ClH:38].[CH3:4][S:5]([C:8]1[CH:13]=[CH:12][CH:11]=[CH:10][C:9]=1[S:14]([NH:17][C:18]1[CH:19]=[C:20]2[C:24](=[CH:25][CH:26]=1)[NH:23][N:22]=[C:21]2/[CH:27]=[CH:28]/[C:29]([OH:31])=[O:30])(=[O:15])=[O:16])(=[O:6])=[O:7]. The catalyst class is: 72.